Dataset: NCI-60 drug combinations with 297,098 pairs across 59 cell lines. Task: Regression. Given two drug SMILES strings and cell line genomic features, predict the synergy score measuring deviation from expected non-interaction effect. (1) Drug 1: CCC(=C(C1=CC=CC=C1)C2=CC=C(C=C2)OCCN(C)C)C3=CC=CC=C3.C(C(=O)O)C(CC(=O)O)(C(=O)O)O. Drug 2: C1=CC=C(C(=C1)C(C2=CC=C(C=C2)Cl)C(Cl)Cl)Cl. Cell line: SR. Synergy scores: CSS=5.79, Synergy_ZIP=-1.15, Synergy_Bliss=-12.5, Synergy_Loewe=-4.68, Synergy_HSA=-10.4. (2) Synergy scores: CSS=-2.19, Synergy_ZIP=-2.78, Synergy_Bliss=-5.31, Synergy_Loewe=-19.9, Synergy_HSA=-8.05. Drug 1: CN(C)N=NC1=C(NC=N1)C(=O)N. Drug 2: C1CN(CCN1C(=O)CCBr)C(=O)CCBr. Cell line: SNB-19. (3) Drug 1: C1CC(=O)NC(=O)C1N2CC3=C(C2=O)C=CC=C3N. Drug 2: C1CCC(CC1)NC(=O)N(CCCl)N=O. Cell line: BT-549. Synergy scores: CSS=18.6, Synergy_ZIP=-6.89, Synergy_Bliss=1.23, Synergy_Loewe=0.915, Synergy_HSA=1.10. (4) Drug 1: CN1CCC(CC1)COC2=C(C=C3C(=C2)N=CN=C3NC4=C(C=C(C=C4)Br)F)OC. Drug 2: CCCS(=O)(=O)NC1=C(C(=C(C=C1)F)C(=O)C2=CNC3=C2C=C(C=N3)C4=CC=C(C=C4)Cl)F. Cell line: CAKI-1. Synergy scores: CSS=45.9, Synergy_ZIP=-4.62, Synergy_Bliss=0.378, Synergy_Loewe=-8.45, Synergy_HSA=4.18.